The task is: Predict which catalyst facilitates the given reaction.. This data is from Catalyst prediction with 721,799 reactions and 888 catalyst types from USPTO. (1) Reactant: [N:1]([C@H:4]1[C@@H:9]([CH3:10])[CH2:8][C@@H:7]([C:11]2[CH:16]=[CH:15][N:14]=[CH:13][C:12]=2[NH:17][C:18](=[O:34])[C:19]2[CH:24]=[CH:23][C:22]([F:25])=[C:21]([C:26]3[C:31]([F:32])=[CH:30][CH:29]=[CH:28][C:27]=3[F:33])[N:20]=2)[CH2:6][C@H:5]1[NH:35][C:36](=[O:42])[O:37][C:38]([CH3:41])([CH3:40])[CH3:39])=[N+]=[N-]. Product: [NH2:1][C@H:4]1[C@@H:9]([CH3:10])[CH2:8][C@@H:7]([C:11]2[CH:16]=[CH:15][N:14]=[CH:13][C:12]=2[NH:17][C:18](=[O:34])[C:19]2[CH:24]=[CH:23][C:22]([F:25])=[C:21]([C:26]3[C:27]([F:33])=[CH:28][CH:29]=[CH:30][C:31]=3[F:32])[N:20]=2)[CH2:6][C@H:5]1[NH:35][C:36](=[O:42])[O:37][C:38]([CH3:41])([CH3:40])[CH3:39]. The catalyst class is: 515. (2) Reactant: [CH:1]([N:4]1[CH:9]2[CH2:10][C:11](=O)[CH2:12][CH:5]1[CH2:6][O:7][CH2:8]2)([CH3:3])[CH3:2].N1C=CC=CC=1.Cl.[NH2:21][OH:22]. Product: [CH:1]([N:4]1[CH:9]2[CH2:10][C:11](=[N:21][OH:22])[CH2:12][CH:5]1[CH2:6][O:7][CH2:8]2)([CH3:3])[CH3:2]. The catalyst class is: 8. (3) Reactant: [I-].C[S+](C)(C)=O.[H-].[Na+].[Cl:9][C:10]1[C:18]2[N:17]=[CH:16][N:15]([CH2:19][C@H:20]3[CH2:25][CH2:24][CH2:23][C:22](=[O:26])[CH2:21]3)[C:14]=2[CH:13]=[C:12]([C:27]#[N:28])[CH:11]=1.Br[C:30]1C=C(Cl)C2N=CN(C[C@H]3CCCC(=O)C3)C=2C=1.[OH-].[Na+]. Product: [O:26]1[C@:22]2([CH2:23][CH2:24][CH2:25][C@H:20]([CH2:19][N:15]3[C:14]4[CH:13]=[C:12]([C:27]#[N:28])[CH:11]=[C:10]([Cl:9])[C:18]=4[N:17]=[CH:16]3)[CH2:21]2)[CH2:30]1. The catalyst class is: 550. (4) Reactant: [F:1][C:2]1[CH:7]=[C:6]([F:8])[CH:5]=[CH:4][C:3]=1[C:9]([OH:32])([CH2:26][N:27]1[CH:31]=[N:30][CH:29]=[N:28]1)[CH2:10][N:11]1[CH:15]=[C:14]([CH2:16][O:17][C:18]2[CH:25]=[CH:24][C:21]([CH:22]=O)=[CH:20][CH:19]=2)[N:13]=[N:12]1.[CH3:33][O:34][C:35]1[CH:40]=[CH:39][C:38]([C:41](=[O:43])[CH3:42])=[CH:37][CH:36]=1.[OH-].[Na+]. Product: [F:1][C:2]1[CH:7]=[C:6]([F:8])[CH:5]=[CH:4][C:3]=1[C:9]([OH:32])([CH2:26][N:27]1[CH:31]=[N:30][CH:29]=[N:28]1)[CH2:10][N:11]1[CH:15]=[C:14]([CH2:16][O:17][C:18]2[CH:19]=[CH:20][C:21](/[CH:22]=[CH:42]/[C:41]([C:38]3[CH:39]=[CH:40][C:35]([O:34][CH3:33])=[CH:36][CH:37]=3)=[O:43])=[CH:24][CH:25]=2)[N:13]=[N:12]1. The catalyst class is: 5. (5) Reactant: [CH3:1][CH:2]([CH2:4][CH:5]1[C:18](=[O:19])[CH2:17][CH:16]2[N:7]([CH2:8][CH2:9][C:10]3[C:15]2=[CH:14][C:13]([O:20][CH3:21])=[C:12]([O:22][CH3:23])[CH:11]=3)[CH2:6]1)[CH3:3].[BH4-].[Na+]. Product: [CH3:3][CH:2]([CH2:4][C@H:5]1[C@H:18]([OH:19])[CH2:17][C@H:16]2[N:7]([CH2:8][CH2:9][C:10]3[C:15]2=[CH:14][C:13]([O:20][CH3:21])=[C:12]([O:22][CH3:23])[CH:11]=3)[CH2:6]1)[CH3:1]. The catalyst class is: 8. (6) Reactant: [CH:1]([C:3]1[N:4]=[C:5]2[C:10]([N:11]3[CH2:16][CH2:15][O:14][CH2:13][CH2:12]3)=[N:9][CH:8]=[C:7]([C:17]3[CH:29]=[CH:28][C:20]([C:21]([O:23][C:24]([CH3:27])([CH3:26])[CH3:25])=[O:22])=[CH:19][CH:18]=3)[N:6]2[CH:30]=1)=O.[N+](=[C:33](P(=O)(OC)OC)C(=O)C)=[N-].C(=O)([O-])[O-].[K+].[K+]. Product: [C:1]([C:3]1[N:4]=[C:5]2[C:10]([N:11]3[CH2:16][CH2:15][O:14][CH2:13][CH2:12]3)=[N:9][CH:8]=[C:7]([C:17]3[CH:18]=[CH:19][C:20]([C:21]([O:23][C:24]([CH3:25])([CH3:27])[CH3:26])=[O:22])=[CH:28][CH:29]=3)[N:6]2[CH:30]=1)#[CH:33]. The catalyst class is: 36. (7) Reactant: [CH3:1][C:2]([CH3:34])([CH2:11][CH2:12][CH2:13][CH:14]([OH:33])[CH2:15][CH2:16][CH:17]([OH:32])[CH2:18][CH2:19][CH2:20][C:21]([CH3:31])([CH3:30])[CH2:22][O:23]C1CCCCO1)[CH2:3][O:4]C1CCCCO1.S(=O)(=O)(O)O. Product: [CH3:30][C:21]([CH3:31])([CH2:20][CH2:19][CH2:18][CH:17]([OH:32])[CH2:16][CH2:15][CH:14]([OH:33])[CH2:13][CH2:12][CH2:11][C:2]([CH3:1])([CH3:34])[CH2:3][OH:4])[CH2:22][OH:23]. The catalyst class is: 5.